From a dataset of Reaction yield outcomes from USPTO patents with 853,638 reactions. Predict the reaction yield, written as a fraction of the theoretical maximum amount of product (1.0 means a 100% yield; for example, 0.34 means a 34% yield). (1) The reactants are [F:1][C:2]1[CH:7]=[CH:6][C:5]([C:8]2[N:12]([S:13]([C:16]3[CH:21]=[CH:20][C:19]([F:22])=[CH:18][CH:17]=3)(=[O:15])=[O:14])[CH:11]=[C:10]([CH:23]=O)[CH:9]=2)=[CH:4][CH:3]=1.[Cl-].C[NH3+].[C:28]([BH3-])#[N:29].[Na+]. No catalyst specified. The product is [F:1][C:2]1[CH:7]=[CH:6][C:5]([C:8]2[N:12]([S:13]([C:16]3[CH:21]=[CH:20][C:19]([F:22])=[CH:18][CH:17]=3)(=[O:15])=[O:14])[CH:11]=[C:10]([CH2:23][NH:29][CH3:28])[CH:9]=2)=[CH:4][CH:3]=1. The yield is 0.720. (2) The reactants are [C:1](O)(=O)[CH3:2].[CH2:5]([NH:7][CH2:8]C)[CH3:6].C=O.[NH:12]1[C:20]2[C:15](=[CH:16][C:17]([C:21]([O:23][CH3:24])=[O:22])=[CH:18][CH:19]=2)[CH:14]=[CH:13]1. No catalyst specified. The product is [CH3:24][O:23][C:21]([C:17]1[CH:16]=[C:15]2[C:20](=[CH:19][CH:18]=1)[NH:12][CH:13]=[C:14]2[CH2:8][N:7]([CH2:1][CH3:2])[CH2:5][CH3:6])=[O:22]. The yield is 0.940. (3) The reactants are [Br:1][C:2]1[CH:3]=[CH:4][CH:5]=[C:6]2[C:11]=1[N:10]=[C:9]([Cl:12])[N:8]=[C:7]2Cl.[NH:14]1[CH2:19][CH2:18][O:17][CH2:16][CH2:15]1. The catalyst is C(Cl)Cl. The product is [Br:1][C:2]1[CH:3]=[CH:4][CH:5]=[C:6]2[C:11]=1[N:10]=[C:9]([Cl:12])[N:8]=[C:7]2[N:14]1[CH2:19][CH2:18][O:17][CH2:16][CH2:15]1. The yield is 0.390. (4) The reactants are [C:1]([OH:10])(=[O:9])[C@H:2]([C@@H:4]([C:6]([OH:8])=O)[OH:5])[OH:3].[C:11](Cl)(=[O:15])[CH:12]([CH3:14])[CH3:13]. The catalyst is C1(C)C=CC=CC=1.CCOCC.CCCCCC. The product is [O:10]=[C:1]1[C@@H:2]([O:3][C:11](=[O:15])[CH:12]([CH3:14])[CH3:13])[C@H:4]([O:5][C:11](=[O:15])[CH:12]([CH3:14])[CH3:13])[C:6](=[O:8])[O:9]1. The yield is 0.710. (5) The reactants are [Cl:1][C:2]1[CH:3]=[C:4]2[C:8](=[CH:9][CH:10]=1)[NH:7][CH:6]=[C:5]2[CH2:11][CH2:12][NH2:13].[CH:14](=O)[C:15]1[CH:20]=[CH:19][CH:18]=[CH:17][CH:16]=1.B(Cl)([C@H]1[C@H](C)[C@@H]2C(C)(C)[C@@H](C2)C1)[C@H]1[C@H](C)[C@@H]2C(C)(C)[C@@H](C2)C1.[OH-].[Na+]. The catalyst is C(Cl)Cl. The product is [Cl:1][C:2]1[CH:3]=[C:4]2[C@@:5]3([CH2:11][CH2:12][NH:13][C@@H:14]3[C:15]3[CH:20]=[CH:19][CH:18]=[CH:17][CH:16]=3)[CH2:6][NH:7][C:8]2=[CH:9][CH:10]=1. The yield is 0.350. (6) The reactants are [Br:1][C:2]1[CH:10]=[CH:9][C:5]([C:6]([OH:8])=[O:7])=[C:4]([F:11])[CH:3]=1.CN(C=O)C.C(Cl)(=O)C(Cl)=O.[C:23](O)([CH3:26])([CH3:25])[CH3:24]. The catalyst is C1COCC1.C(Cl)Cl.N1C=CC=CC=1. The product is [Br:1][C:2]1[CH:10]=[CH:9][C:5]([C:6]([O:8][C:23]([CH3:26])([CH3:25])[CH3:24])=[O:7])=[C:4]([F:11])[CH:3]=1. The yield is 0.450. (7) The reactants are [C:1]([C:4]1[C:5]([C:23]2[CH:28]=[CH:27][C:26]([O:29][C:30]3[CH:35]=[CH:34][CH:33]=[CH:32][CH:31]=3)=[CH:25][CH:24]=2)=[N:6][C:7]([CH:10]2[CH2:15][CH2:14][N:13](C(OC(C)(C)C)=O)[CH2:12][CH2:11]2)=[N:8][CH:9]=1)(=[O:3])[NH2:2].C(O)(C(F)(F)F)=O. The catalyst is ClCCl. The product is [O:29]([C:26]1[CH:27]=[CH:28][C:23]([C:5]2[C:4]([C:1]([NH2:2])=[O:3])=[CH:9][N:8]=[C:7]([CH:10]3[CH2:15][CH2:14][NH:13][CH2:12][CH2:11]3)[N:6]=2)=[CH:24][CH:25]=1)[C:30]1[CH:31]=[CH:32][CH:33]=[CH:34][CH:35]=1. The yield is 0.880.